Dataset: Experimental lipophilicity measurements (octanol/water distribution) for 4,200 compounds from AstraZeneca. Task: Regression/Classification. Given a drug SMILES string, predict its absorption, distribution, metabolism, or excretion properties. Task type varies by dataset: regression for continuous measurements (e.g., permeability, clearance, half-life) or binary classification for categorical outcomes (e.g., BBB penetration, CYP inhibition). For this dataset (lipophilicity_astrazeneca), we predict Y. (1) The drug is Nc1nc2ccc(Cl)cc2c2nc(-c3ccco3)nn12. The Y is 3.98 logD. (2) The compound is COc1ccc(N(C(=O)c2occc2Cl)C(C(=O)NC[C@@H](C)O)c2ccccc2F)c(OC)c1. The Y is 2.18 logD. (3) The Y is 2.01 logD. The compound is CN1CCCC1CCNC(=O)c1ccc(Nc2ncc3cc(-c4ccncc4)ccc3n2)cc1. (4) The molecule is Cc1cc(=O)n(-c2ccccc2)n1C. The Y is 0.110 logD. (5) The drug is CC1(C)[C@@H]2CC[C@@]1(CS(=O)(=O)N1CCN(c3ccc(C(F)(F)F)cn3)CC1)C(=O)C2. The Y is 3.80 logD. (6) The Y is 0.390 logD. The molecule is COc1ccc2ncc(=O)n(CCN3CC[C@H](NCc4ccc5c(n4)NC(=O)CO5)[C@H](O)C3)c2c1. (7) The drug is Cc1ccc(CO)cc1N(C)c1ccnc(Nc2cc(CN3CCOCC3)cc(N3CCOCC3)c2)n1. The Y is 3.00 logD.